Dataset: Full USPTO retrosynthesis dataset with 1.9M reactions from patents (1976-2016). Task: Predict the reactants needed to synthesize the given product. (1) Given the product [C:1]([N:8]1[CH2:12][C@@H:11]([F:13])[CH2:10][C@H:9]1[C:14]([F:19])=[O:16])([O:3][C:4]([CH3:7])([CH3:6])[CH3:5])=[O:2], predict the reactants needed to synthesize it. The reactants are: [C:1]([N:8]1[CH2:12][C@@H:11]([F:13])[CH2:10][C@H:9]1[C:14]([OH:16])=O)([O:3][C:4]([CH3:7])([CH3:6])[CH3:5])=[O:2].[F-].[Na+].[F:19]C1(F)N(C)CCN1C. (2) Given the product [ClH:35].[C:1]([C:5]1[CH:33]=[CH:32][CH:31]=[CH:30][C:6]=1[O:7][CH2:8][CH2:9][N:10]([CH3:29])[C:11]([C:13]1[C:17]2[CH2:18][NH:19][CH2:20][CH2:21][C:16]=2[NH:15][N:14]=1)=[O:12])([CH3:4])([CH3:2])[CH3:3], predict the reactants needed to synthesize it. The reactants are: [C:1]([C:5]1[CH:33]=[CH:32][CH:31]=[CH:30][C:6]=1[O:7][CH2:8][CH2:9][N:10]([CH3:29])[C:11]([C:13]1[C:17]2[CH2:18][N:19](C(OC(C)(C)C)=O)[CH2:20][CH2:21][C:16]=2[NH:15][N:14]=1)=[O:12])([CH3:4])([CH3:3])[CH3:2].C(Cl)[Cl:35].CO.Cl. (3) Given the product [F:8][C:7]1[CH:6]=[CH:5][C:4]([C:9]2[N:10]=[C:11]([C:22]3[CH:27]=[CH:26][CH:25]=[CH:24][N:23]=3)[N:12]=[N:13][CH:14]=2)=[CH:3][C:2]=1[C:24]1[CH:25]=[CH:26][CH:27]=[CH:22][N:23]=1, predict the reactants needed to synthesize it. The reactants are: Br[C:2]1[CH:3]=[C:4]([C:9]2[N:10]=[C:11](SC)[N:12]=[N:13][CH:14]=2)[CH:5]=[CH:6][C:7]=1[F:8].C([Sn](CCCC)(CCCC)[C:22]1[CH:27]=[CH:26][CH:25]=[CH:24][N:23]=1)CCC.[Cl-].[Li+].